From a dataset of Catalyst prediction with 721,799 reactions and 888 catalyst types from USPTO. Predict which catalyst facilitates the given reaction. (1) Reactant: N1CCSCC1.[CH3:7][C@@H:8]1[CH2:36][O:35][C@@:11]2([O:15][C@H:14]3[CH2:16][C@H:17]4[C@@H:22]5[CH2:23][CH2:24][C@@H:25]6[CH2:30][C@@H:29]([OH:31])[CH2:28][CH2:27][C@:26]6([CH3:32])[C@H:21]5[CH2:20][CH2:19][C@:18]4([CH3:33])[C@H:13]3[C@@H:12]2[CH3:34])[CH2:10][CH2:9]1.C([O-])(=O)C=C. Product: [CH3:7][C@@H:8]1[CH2:36][O:35][C@@:11]2([O:15][C@H:14]3[CH2:16][C@H:17]4[C@@H:22]5[CH2:23][CH2:24][C@@H:25]6[CH2:30][C@@H:29]([OH:31])[CH2:28][CH2:27][C@:26]6([CH3:32])[C@H:21]5[CH2:20][CH2:19][C@:18]4([CH3:33])[C@H:13]3[C@@H:12]2[CH3:34])[CH2:10][CH2:9]1. The catalyst class is: 7. (2) Reactant: [Cl:1][C:2]1[C:3]([CH:13](OC)[O:14]C)=[CH:4][C:5]([CH2:8][CH2:9][CH2:10][O:11][CH3:12])=[N:6][CH:7]=1.CCOC(C)=O.[OH-].[Na+]. Product: [Cl:1][C:2]1[C:3]([CH:13]=[O:14])=[CH:4][C:5]([CH2:8][CH2:9][CH2:10][O:11][CH3:12])=[N:6][CH:7]=1. The catalyst class is: 33. (3) Reactant: C([O:8][N:9]1[C:15](=[O:16])[N:14]2[CH2:17][C@H:10]1[CH2:11][CH2:12][C@H:13]2[C:18]([NH:20][NH:21][C:22]([C@@H:24]1[CH2:29][CH2:28][CH2:27][N:26]([C:30]([O:32][C:33]([CH3:36])([CH3:35])[CH3:34])=[O:31])[CH2:25]1)=[O:23])=[O:19])C1C=CC=CC=1.[H][H].CO.C(Cl)(Cl)Cl.C1CCCCC1. Product: [OH:8][N:9]1[C:15](=[O:16])[N:14]2[CH2:17][C@H:10]1[CH2:11][CH2:12][C@H:13]2[C:18]([NH:20][NH:21][C:22]([C@@H:24]1[CH2:29][CH2:28][CH2:27][N:26]([C:30]([O:32][C:33]([CH3:36])([CH3:35])[CH3:34])=[O:31])[CH2:25]1)=[O:23])=[O:19]. The catalyst class is: 19. (4) Reactant: Br[C:2]1[CH:3]=[C:4]2[C:8](=[CH:9][CH:10]=1)[C@H:7]([N:11]1[CH2:14][C:13]3([CH2:19][CH2:18][N:17]([C:20]([O:22][C:23]([CH3:26])([CH3:25])[CH3:24])=[O:21])[CH2:16][CH2:15]3)[CH2:12]1)[CH2:6][CH2:5]2.C([O-])(=O)C.[K+].B1(B2OC(C)(C)C(C)(C)O2)OC(C)(C)C(C)(C)O1.[OH-].[Na+].Cl[C:53]1[CH:58]=[C:57]([CH3:59])[N:56]=[CH:55][N:54]=1.Cl. Product: [CH3:59][C:57]1[N:56]=[CH:55][N:54]=[C:53]([C:2]2[CH:3]=[C:4]3[C:8](=[CH:9][CH:10]=2)[C@H:7]([N:11]2[CH2:12][C:13]4([CH2:19][CH2:18][N:17]([C:20]([O:22][C:23]([CH3:25])([CH3:24])[CH3:26])=[O:21])[CH2:16][CH2:15]4)[CH2:14]2)[CH2:6][CH2:5]3)[CH:58]=1. The catalyst class is: 189. (5) Product: [CH2:22]([C:21]1[CH:20]=[C:19]([C:24](=[O:34])[NH:25][CH2:26][C:27]2[CH:32]=[CH:31][CH:30]=[C:29]([OH:33])[CH:28]=2)[S:18][C:17]=1[C:15]([NH:14][C@@H:4]([CH2:5][NH:6][C:7]([C:9]1[S:10][CH:11]=[CH:12][CH:13]=1)=[O:8])[C:3]([OH:35])=[O:2])=[O:16])[CH3:23]. The catalyst class is: 20. Reactant: C[O:2][C:3](=[O:35])[C@@H:4]([NH:14][C:15]([C:17]1[S:18][C:19]([C:24](=[O:34])[NH:25][CH2:26][C:27]2[CH:32]=[CH:31][CH:30]=[C:29]([OH:33])[CH:28]=2)=[CH:20][C:21]=1[CH2:22][CH3:23])=[O:16])[CH2:5][NH:6][C:7]([C:9]1[S:10][CH:11]=[CH:12][CH:13]=1)=[O:8].O.[OH-].[Li+].Cl. (6) Reactant: [CH2:1]([OH:4])[C:2]#[CH:3].[H-].[Na+].Cl[C:8]1[C:13]([O:14][CH3:15])=[CH:12][N:11]=[CH:10][N:9]=1.C(OCC)(=O)C. Product: [CH3:15][O:14][C:13]1[C:8]([O:4][CH2:1][C:2]#[CH:3])=[N:9][CH:10]=[N:11][CH:12]=1. The catalyst class is: 35.